Dataset: Catalyst prediction with 721,799 reactions and 888 catalyst types from USPTO. Task: Predict which catalyst facilitates the given reaction. Reactant: [C:1]([C:5]1[NH:6][C:7]2[C:12]([CH:13]=1)=[CH:11][C:10]([NH:14][C:15]([CH:17]1[CH2:19][CH2:18]1)=[O:16])=[CH:9][C:8]=2[C:20]#[N:21])([CH3:4])([CH3:3])[CH3:2].[H][H].[C:24]([O:27][CH2:28][CH3:29])(=[O:26])C. Product: [NH2:21][CH2:20][C:8]1[CH:9]=[C:10]([NH:14][C:15]([C:17]2([C:1]3[CH:5]=[CH:13][C:29]4[O:26][CH2:24][O:27][C:28]=4[CH:2]=3)[CH2:18][CH2:19]2)=[O:16])[CH:11]=[C:12]2[C:7]=1[NH:6][C:5]([C:1]([CH3:4])([CH3:2])[CH3:3])=[CH:13]2. The catalyst class is: 45.